Task: Predict the reactants needed to synthesize the given product.. Dataset: Full USPTO retrosynthesis dataset with 1.9M reactions from patents (1976-2016) (1) Given the product [Cl:1][C:2]1[CH:7]=[CH:6][C:5]([C@@H:8]([CH2:9][NH:10][CH:18]([CH3:20])[CH3:19])[C:21]([N:23]2[CH2:28][CH2:27][N:26]([C:29]3[C:34]([O:35][CH:36]([CH3:38])[CH3:37])=[CH:33][N:32]=[C:31]4[NH:39][CH:40]=[CH:41][C:30]=34)[CH2:25][CH2:24]2)=[O:22])=[CH:4][CH:3]=1, predict the reactants needed to synthesize it. The reactants are: [Cl:1][C:2]1[CH:7]=[CH:6][C:5]([C@H:8]([C:21]([N:23]2[CH2:28][CH2:27][N:26]([C:29]3[C:34]([O:35][CH:36]([CH3:38])[CH3:37])=[CH:33][N:32]=[C:31]4[NH:39][CH:40]=[CH:41][C:30]=34)[CH2:25][CH2:24]2)=[O:22])[CH2:9][N:10]([CH:18]([CH3:20])[CH3:19])C(=O)OC(C)(C)C)=[CH:4][CH:3]=1. (2) Given the product [OH:9][CH2:8][CH:7]1[CH:5]2[O:6][C:28]([CH2:29][CH2:30][CH2:31][CH2:32][CH2:33][CH2:34][CH2:35][CH2:36][CH3:37])([CH2:27][CH2:26][CH2:25][CH2:24][CH2:23][CH2:22][CH2:21][CH2:20][CH3:19])[O:4][CH:3]2[CH:2]([N:11]2[CH:18]=[C:17]([CH3:39])[C:15](=[O:16])[NH:14][C:12]2=[O:13])[O:10]1, predict the reactants needed to synthesize it. The reactants are: C[C@@:2]1([N:11]2[CH:18]=[CH:17][C:15](=[O:16])[NH:14][C:12]2=[O:13])[O:10][C@H:7]([CH2:8][OH:9])[C@@H:5]([OH:6])[C@H:3]1[OH:4].[CH3:19][CH2:20][CH2:21][CH2:22][CH2:23][CH2:24][CH2:25][CH2:26][CH2:27][C:28](=O)[CH2:29][CH2:30][CH2:31][CH2:32][CH2:33][CH2:34][CH2:35][CH2:36][CH3:37].[CH2:39](OC(OCC)OCC)C.Cl.C([O-])([O-])=O.[Na+].[Na+]. (3) The reactants are: [Cl:1][C:2]1[C:3](F)=[C:4]([F:26])[CH:5]=[C:6]2[C:11]=1[N:10]([C:12]1[CH:17]=[CH:16][C:15]([CH2:18][OH:19])=[CH:14][CH:13]=1)[CH:9]=[C:8]([C:20]([O:22][CH2:23][CH3:24])=[O:21])[C:7]2=[O:25].[N:28]1[CH:33]=[CH:32][CH:31]=[CH:30][C:29]=1[N:34]1[CH2:39][CH2:38][NH:37][CH2:36][CH2:35]1.CCN(C(C)C)C(C)C. Given the product [Cl:1][C:2]1[C:3]([N:37]2[CH2:38][CH2:39][N:34]([C:29]3[CH:30]=[CH:31][CH:32]=[CH:33][N:28]=3)[CH2:35][CH2:36]2)=[C:4]([F:26])[CH:5]=[C:6]2[C:11]=1[N:10]([C:12]1[CH:17]=[CH:16][C:15]([CH2:18][OH:19])=[CH:14][CH:13]=1)[CH:9]=[C:8]([C:20]([O:22][CH2:23][CH3:24])=[O:21])[C:7]2=[O:25], predict the reactants needed to synthesize it. (4) Given the product [N:11]1([N:14]=[CH:24][C:23]2[CH:26]=[CH:27][C:20]([O:19][C:18]([F:29])([F:28])[F:17])=[CH:21][CH:22]=2)[CH2:12][CH2:13][NH:8][CH2:9][CH2:10]1, predict the reactants needed to synthesize it. The reactants are: C([N:8]1[CH2:13][CH2:12][N:11]([NH2:14])[CH2:10][CH2:9]1)C1C=CC=CC=1.[H][H].[F:17][C:18]([F:29])([F:28])[O:19][C:20]1[CH:27]=[CH:26][C:23]([CH:24]=O)=[CH:22][CH:21]=1. (5) Given the product [N+:1]([C:4]1[CH:5]=[C:6]([N:7]2[CH:16]=[CH:20][CH:19]=[CH:18]2)[CH:8]=[C:9]([N+:11]([O-:13])=[O:12])[CH:10]=1)([O-:3])=[O:2], predict the reactants needed to synthesize it. The reactants are: [N+:1]([C:4]1[CH:5]=[C:6]([CH:8]=[C:9]([N+:11]([O-:13])=[O:12])[CH:10]=1)[NH2:7])([O-:3])=[O:2].CO[CH:16]1[CH2:20][CH2:19][CH:18](OC)O1.O. (6) The reactants are: [C:1]([N:8]1[C:16]2[C:11](=[CH:12][CH:13]=[CH:14][CH:15]=2)[CH2:10][C@H:9]1[CH2:17][OH:18])([O:3][C:4]([CH3:7])([CH3:6])[CH3:5])=[O:2].[C:19]1(C)[C:20]([S:25](Cl)(=[O:27])=[O:26])=[CH:21][CH:22]=[CH:23][CH:24]=1.N1C=CC=C[CH:31]=1.O. Given the product [C:1]([N:8]1[C:16]2[C:11](=[CH:12][CH:13]=[CH:14][CH:15]=2)[CH2:10][C@H:9]1[CH2:17][O:18][S:25]([C:20]1[CH:19]=[CH:24][C:23]([CH3:31])=[CH:22][CH:21]=1)(=[O:26])=[O:27])([O:3][C:4]([CH3:7])([CH3:6])[CH3:5])=[O:2], predict the reactants needed to synthesize it. (7) Given the product [Cl:17][C:18]1[C:22]2[CH:23]=[CH:24][CH:25]=[CH:26][C:21]=2[O:20][C:19]=1[CH2:27][N:28]([CH3:29])[C:14](=[O:16])/[CH:13]=[CH:12]/[C:7]1[CH:8]=[N:9][C:10]2[NH:11][C:2](=[O:1])[CH2:3][CH2:4][C:5]=2[CH:6]=1, predict the reactants needed to synthesize it. The reactants are: [O:1]=[C:2]1[NH:11][C:10]2[N:9]=[CH:8][C:7]([CH:12]=[CH:13][C:14]([OH:16])=O)=[CH:6][C:5]=2[CH2:4][CH2:3]1.[Cl:17][C:18]1[C:22]2[CH:23]=[CH:24][CH:25]=[CH:26][C:21]=2[O:20][C:19]=1[CH2:27][NH:28][CH3:29].